This data is from Forward reaction prediction with 1.9M reactions from USPTO patents (1976-2016). The task is: Predict the product of the given reaction. (1) Given the reactants C(N(CCCC)C(C1N=C(C2C=CC(C(OC)=O)=CC=2C(O)=O)N(CCC2C=CC=CC=2)C=1)=O)CCC.[Si:38]([O:55][CH2:56][CH2:57][O:58][CH2:59][CH2:60][N:61]1[CH:65]=[C:64]([C:66](=[O:76])[N:67]([CH2:72][CH2:73][CH2:74][CH3:75])[CH2:68][CH2:69][CH2:70][CH3:71])[N:63]=[C:62]1[C:77]1[CH:86]=[CH:85][C:80]([C:81]([O:83][CH3:84])=[O:82])=[CH:79][C:78]=1[C:87]([O:89]CC1C=CC=CC=1)=[O:88])([C:51]([CH3:54])([CH3:53])[CH3:52])([C:45]1[CH:50]=[CH:49][CH:48]=[CH:47][CH:46]=1)[C:39]1[CH:44]=[CH:43][CH:42]=[CH:41][CH:40]=1, predict the reaction product. The product is: [Si:38]([O:55][CH2:56][CH2:57][O:58][CH2:59][CH2:60][N:61]1[CH:65]=[C:64]([C:66](=[O:76])[N:67]([CH2:72][CH2:73][CH2:74][CH3:75])[CH2:68][CH2:69][CH2:70][CH3:71])[N:63]=[C:62]1[C:77]1[CH:86]=[CH:85][C:80]([C:81]([O:83][CH3:84])=[O:82])=[CH:79][C:78]=1[C:87]([OH:89])=[O:88])([C:51]([CH3:54])([CH3:53])[CH3:52])([C:45]1[CH:50]=[CH:49][CH:48]=[CH:47][CH:46]=1)[C:39]1[CH:44]=[CH:43][CH:42]=[CH:41][CH:40]=1. (2) Given the reactants Br[C:2]1[CH:3]=[CH:4][C:5]([C:8]([O:10][CH3:11])=[O:9])=[N:6][CH:7]=1.[CH3:12][N:13]1[CH2:18][CH2:17][NH:16][CH2:15][CH2:14]1.P([O-])([O-])([O-])=O.[K+].[K+].[K+].C1(C)C=CC=CC=1, predict the reaction product. The product is: [CH3:12][N:13]1[CH2:18][CH2:17][N:16]([C:2]2[CH:3]=[CH:4][C:5]([C:8]([O:10][CH3:11])=[O:9])=[N:6][CH:7]=2)[CH2:15][CH2:14]1. (3) Given the reactants [Cl:1][C:2]1[CH:31]=[CH:30][C:5]([CH2:6][C:7]2[NH:8][C:9](=[O:29])[C:10]3[N:11]=[CH:12][N:13]([CH:16]([CH:26]([OH:28])[CH3:27])[CH2:17][CH2:18][CH2:19][C:20]4[CH:25]=[CH:24][CH:23]=[CH:22][CH:21]=4)[C:14]=3[N:15]=2)=[CH:4][C:3]=1[O:32][CH:33]([F:35])[F:34].C(N(CC)CC)C.CS(C)=O, predict the reaction product. The product is: [C:26]([CH:16]([N:13]1[CH:12]=[N:11][C:10]2[C:9](=[O:29])[NH:8][C:7]([CH2:6][C:5]3[CH:30]=[CH:31][C:2]([Cl:1])=[C:3]([O:32][CH:33]([F:34])[F:35])[CH:4]=3)=[N:15][C:14]1=2)[CH2:17][CH2:18][CH2:19][C:20]1[CH:25]=[CH:24][CH:23]=[CH:22][CH:21]=1)(=[O:28])[CH3:27]. (4) Given the reactants Br[C:2]1[N:7]=[CH:6][C:5]([CH:8]([OH:25])[C:9]2[C:10]([CH3:24])=[N:11][N:12]([C:15]3[CH:22]=[CH:21][C:18]([C:19]#[N:20])=[C:17]([Cl:23])[CH:16]=3)[C:13]=2[CH3:14])=[CH:4][CH:3]=1.[Cu][C:27]#[N:28].C(=O)([O-])O.[Na+], predict the reaction product. The product is: [Cl:23][C:17]1[CH:16]=[C:15]([N:12]2[C:13]([CH3:14])=[C:9]([CH:8]([OH:25])[C:5]3[CH:4]=[CH:3][C:2]([C:27]#[N:28])=[N:7][CH:6]=3)[C:10]([CH3:24])=[N:11]2)[CH:22]=[CH:21][C:18]=1[C:19]#[N:20]. (5) Given the reactants [NH2:1][C:2]1[C:7]([C:8]([NH:10][CH3:11])=[O:9])=[C:6](F)[C:5]([Br:13])=[CH:4][CH:3]=1.FC1C2C(=O)[O:22][C:21](=O)NC=2C=CC=1.COC1C2C(=O)OC(=O)NC=2C=CC=1, predict the reaction product. The product is: [NH2:1][C:2]1[C:7]([C:8]([NH:10][CH3:11])=[O:9])=[C:6]([O:22][CH3:21])[C:5]([Br:13])=[CH:4][CH:3]=1. (6) The product is: [Br:27][CH2:19][C:16]1[CH:17]=[CH:18][C:13]([C:6]2[CH:7]=[CH:8][N:9]=[C:10]3[C:5]=2[N:4]=[C:3]([O:2][CH3:1])[CH:12]=[CH:11]3)=[N:14][CH:15]=1. Given the reactants [CH3:1][O:2][C:3]1[CH:12]=[CH:11][C:10]2[C:5](=[C:6]([C:13]3[CH:18]=[CH:17][C:16]([CH3:19])=[CH:15][N:14]=3)[CH:7]=[CH:8][N:9]=2)[N:4]=1.C1C(=O)N([Br:27])C(=O)C1.C(OOC(=O)C1C=CC=CC=1)(=O)C1C=CC=CC=1, predict the reaction product.